Task: Regression. Given a peptide amino acid sequence and an MHC pseudo amino acid sequence, predict their binding affinity value. This is MHC class I binding data.. Dataset: Peptide-MHC class I binding affinity with 185,985 pairs from IEDB/IMGT (1) The peptide sequence is EVREFLGSY. The MHC is HLA-A30:01 with pseudo-sequence HLA-A30:01. The binding affinity (normalized) is 0.0847. (2) The peptide sequence is EEGNLLDSYF. The MHC is HLA-B44:02 with pseudo-sequence HLA-B44:02. The binding affinity (normalized) is 0.875. (3) The peptide sequence is GSSSGTVNPVL. The MHC is Patr-B0101 with pseudo-sequence Patr-B0101. The binding affinity (normalized) is 0.353. (4) The peptide sequence is YYHTLDESF. The MHC is HLA-A26:01 with pseudo-sequence HLA-A26:01. The binding affinity (normalized) is 0. (5) The peptide sequence is ALLSRFFNM. The MHC is HLA-B08:01 with pseudo-sequence HLA-B08:01. The binding affinity (normalized) is 0.900. (6) The peptide sequence is HEGEGIPLY. The MHC is HLA-A69:01 with pseudo-sequence HLA-A69:01. The binding affinity (normalized) is 0.0847.